This data is from Full USPTO retrosynthesis dataset with 1.9M reactions from patents (1976-2016). The task is: Predict the reactants needed to synthesize the given product. The reactants are: Br[C:2]1[CH:7]=[CH:6][CH:5]=[CH:4][C:3]=1[NH:8][C:9]1[CH:14]=[CH:13][CH:12]=[CH:11][C:10]=1[O:15][CH3:16].[Li]CCCC.Cl[P:23]([CH:27]([CH3:29])[CH3:28])[CH:24]([CH3:26])[CH3:25]. Given the product [CH:24]([P:23]([CH:27]([CH3:29])[CH3:28])[C:2]1[CH:7]=[CH:6][CH:5]=[CH:4][C:3]=1[NH:8][C:9]1[CH:14]=[CH:13][CH:12]=[CH:11][C:10]=1[O:15][CH3:16])([CH3:26])[CH3:25], predict the reactants needed to synthesize it.